Dataset: Full USPTO retrosynthesis dataset with 1.9M reactions from patents (1976-2016). Task: Predict the reactants needed to synthesize the given product. (1) The reactants are: Cl[C:2]1[N:7]=[C:6]([NH:8][C:9]2[CH:13]=[C:12]([CH3:14])[NH:11][N:10]=2)[CH:5]=[C:4]([Cl:15])[N:3]=1.[F:16][C:17]1[CH:22]=[CH:21][C:20]([C@@H:23]([NH2:25])[CH3:24])=[CH:19][CH:18]=1. Given the product [Cl:15][C:4]1[N:3]=[C:2]([NH:25][C@H:23]([C:20]2[CH:21]=[CH:22][C:17]([F:16])=[CH:18][CH:19]=2)[CH3:24])[N:7]=[C:6]([NH:8][C:9]2[CH:13]=[C:12]([CH3:14])[NH:11][N:10]=2)[CH:5]=1, predict the reactants needed to synthesize it. (2) The reactants are: [Br-].[C:2]([CH2:5][CH2:6][CH2:7][P+](C1C=CC=CC=1)(C1C=CC=CC=1)C1C=CC=CC=1)([OH:4])=[O:3].[F:27][C:28]1[C:35]([O:36][CH3:37])=[CH:34][CH:33]=[CH:32][C:29]=1[CH:30]=O. Given the product [F:27][C:28]1[C:35]([O:36][CH3:37])=[CH:34][CH:33]=[CH:32][C:29]=1[CH:30]=[CH:7][CH2:6][CH2:5][C:2]([OH:4])=[O:3], predict the reactants needed to synthesize it. (3) Given the product [CH3:1][O:2][C:3](=[O:33])[C:4]1[CH:9]=[CH:8][C:7]([CH2:10][N:11]2[CH:15]=[C:14]([C:16]3[CH:21]=[CH:20][C:19]([Cl:22])=[CH:18][C:17]=3[Cl:23])[N:13]=[C:12]2/[CH:24]=[CH:25]/[C:26]2[CH:31]=[CH:30][C:29]([C:41]3[CH:42]=[CH:43][C:38]([C:34]([CH3:37])([CH3:36])[CH3:35])=[CH:39][CH:40]=3)=[CH:28][CH:27]=2)=[CH:6][CH:5]=1, predict the reactants needed to synthesize it. The reactants are: [CH3:1][O:2][C:3](=[O:33])[C:4]1[CH:9]=[CH:8][C:7]([CH2:10][N:11]2[CH:15]=[C:14]([C:16]3[CH:21]=[CH:20][C:19]([Cl:22])=[CH:18][C:17]=3[Cl:23])[N:13]=[C:12]2/[CH:24]=[CH:25]/[C:26]2[CH:31]=[CH:30][C:29](Br)=[CH:28][CH:27]=2)=[CH:6][CH:5]=1.[C:34]([C:38]1[CH:43]=[CH:42][C:41](B(O)O)=[CH:40][CH:39]=1)([CH3:37])([CH3:36])[CH3:35]. (4) Given the product [ClH:35].[ClH:35].[CH:1]1([CH2:7][O:8][C:9]2[C:10]3[N:11]([C:15]([C:19]([NH:21][CH:22]4[CH2:23][CH2:24][NH:25][CH2:26][CH2:27]4)=[O:20])=[C:16]([CH3:18])[N:17]=3)[CH:12]=[CH:13][CH:14]=2)[CH2:6][CH2:5][CH2:4][CH2:3][CH2:2]1, predict the reactants needed to synthesize it. The reactants are: [CH:1]1([CH2:7][O:8][C:9]2[C:10]3[N:11]([C:15]([C:19]([NH:21][CH:22]4[CH2:27][CH2:26][N:25](C(OC(C)(C)C)=O)[CH2:24][CH2:23]4)=[O:20])=[C:16]([CH3:18])[N:17]=3)[CH:12]=[CH:13][CH:14]=2)[CH2:6][CH2:5][CH2:4][CH2:3][CH2:2]1.[ClH:35].C(OCC)(=O)C. (5) The reactants are: [Br:1][C:2]1[CH:7]=[CH:6][C:5]([CH2:8][CH2:9][CH2:10][OH:11])=[CH:4][CH:3]=1.[Cl:12][C:13]1[C:18]([F:19])=[CH:17][CH:16]=[C:15]([F:20])[C:14]=1O.N(C(N1CCCCC1)=O)=NC(N1CCCCC1)=O.C(P(CCCC)CCCC)CCC. Given the product [Br:1][C:2]1[CH:3]=[CH:4][C:5]([CH2:8][CH2:9][CH2:10][O:11][C:14]2[C:13]([Cl:12])=[C:18]([F:19])[CH:17]=[CH:16][C:15]=2[F:20])=[CH:6][CH:7]=1, predict the reactants needed to synthesize it. (6) Given the product [F:40][C:39]([F:42])([F:41])[C:37]([OH:43])=[O:38].[F:12][C:4]1[CH:5]=[C:6]([CH:7]=[C:2]([F:1])[C:3]=1[C:13]1[N:17]([CH2:18][C@H:19]2[O:24][CH2:23][CH2:22][NH:21][CH2:20]2)[C:16]2[CH:32]=[CH:33][C:34]([CH3:36])=[CH:35][C:15]=2[N:14]=1)[C:8]([NH:9][CH3:10])=[O:11], predict the reactants needed to synthesize it. The reactants are: [F:1][C:2]1[CH:7]=[C:6]([C:8](=[O:11])[NH:9][CH3:10])[CH:5]=[C:4]([F:12])[C:3]=1[C:13]1[N:17]([CH2:18][C@H:19]2[O:24][CH2:23][CH2:22][N:21](C(OC(C)(C)C)=O)[CH2:20]2)[C:16]2[CH:32]=[CH:33][C:34]([CH3:36])=[CH:35][C:15]=2[N:14]=1.[C:37]([OH:43])([C:39]([F:42])([F:41])[F:40])=[O:38]. (7) Given the product [C:18]([O:17][C:15]([N:11]1[CH2:12][CH2:13][CH2:14][C@H:10]1[CH2:9][O:8][C:6]1[CH:5]=[N:4][CH:3]=[C:2]([N:35]2[CH2:36][CH2:37][CH:32]([CH2:31][CH2:30][CH2:29][CH2:28][C:22]3[CH:23]=[CH:24][CH:25]=[CH:26][CH:27]=3)[CH2:33][CH2:34]2)[CH:7]=1)=[O:16])([CH3:21])([CH3:20])[CH3:19], predict the reactants needed to synthesize it. The reactants are: Br[C:2]1[CH:3]=[N:4][CH:5]=[C:6]([O:8][CH2:9][C@H:10]2[CH2:14][CH2:13][CH2:12][N:11]2[C:15]([O:17][C:18]([CH3:21])([CH3:20])[CH3:19])=[O:16])[CH:7]=1.[C:22]1([CH2:28][CH2:29][CH2:30][CH2:31][CH:32]2[CH2:37][CH2:36][NH:35][CH2:34][CH2:33]2)[CH:27]=[CH:26][CH:25]=[CH:24][CH:23]=1.CC(C)([O-])C.[K+]. (8) The reactants are: [Cl:1][C:2]1[C:3]([F:11])=[N:4][C:5]([F:10])=[C:6]([F:9])[C:7]=1F.[Cl:12][C:13]1[CH:14]=[C:15]([OH:21])[CH:16]=[C:17]([C:19]#[N:20])[CH:18]=1.C(=O)([O-])[O-].[K+].[K+]. Given the product [Cl:12][C:13]1[CH:18]=[C:17]([CH:16]=[C:15]([O:21][C:7]2[C:6]([F:9])=[C:5]([F:10])[N:4]=[C:3]([F:11])[C:2]=2[Cl:1])[CH:14]=1)[C:19]#[N:20], predict the reactants needed to synthesize it. (9) Given the product [CH3:60][O:61][C:62](=[O:63])[NH:64][C@H:65]([C:69]1[CH:74]=[CH:73][CH:72]=[CH:71][CH:70]=1)[C:66]([N:43]1[CH2:44][C@@H:45]([CH2:47][O:48][CH3:49])[CH2:46][C@H:42]1[C:40]1[NH:39][C:38]2[C:57]3[C:34]([CH:35]=[CH:36][C:37]=2[N:41]=1)=[CH:33][C:32]1[C:26]2[C:27]([CH2:29][O:30][C:31]=1[CH:58]=3)=[CH:28][C:23]([C:20]1[NH:19][C:18]([C@@H:14]3[CH2:15][CH2:16][CH2:17][N:13]3[C:11](=[O:12])[C@@H:6]([NH:5][C:3]([O:2][CH3:1])=[O:4])[C@H:7]([O:8][CH3:9])[CH3:10])=[N:22][CH:21]=1)=[CH:24][CH:25]=2)=[O:68], predict the reactants needed to synthesize it. The reactants are: [CH3:1][O:2][C:3]([NH:5][C@H:6]([C:11]([N:13]1[CH2:17][CH2:16][CH2:15][C@H:14]1[C:18]1[NH:19][C:20]([C:23]2[CH:28]=[C:27]3[CH2:29][O:30][C:31]4[CH:58]=[C:57]5[C:34]([CH:35]=[CH:36][C:37]6[N:41]=[C:40]([C@@H:42]7[CH2:46][C@H:45]([CH2:47][O:48][CH3:49])[CH2:44][N:43]7C(OC(C)(C)C)=O)[NH:39][C:38]=65)=[CH:33][C:32]=4[C:26]3=[CH:25][CH:24]=2)=[CH:21][N:22]=1)=[O:12])[C@@H:7]([CH3:10])[O:8][CH3:9])=[O:4].Cl.[CH3:60][O:61][C:62]([NH:64][C@H:65]([C:69]1[CH:74]=[CH:73][CH:72]=[CH:71][CH:70]=1)[C:66]([OH:68])=O)=[O:63].CCN(C(C)C)C(C)C.CCOC(C(C#N)=NOC(N1CCOCC1)=[N+](C)C)=O.F[P-](F)(F)(F)(F)F. (10) The reactants are: [H-].[Na+].COCCO[Al+]OCCOC.[H-].CC(O)CC.[CH2:20]([O:22][C:23]([N:25]1[C:34]2[C:29](=[N:30][C:31]([O:35][CH3:36])=[CH:32][CH:33]=2)[C@@H:28]([NH:37][C:38]2[N:43]=[C:42]([CH2:44][C:45]3[CH:50]=[C:49]([C:51]([F:54])([F:53])[F:52])[CH:48]=[C:47]([C:55]([F:58])([F:57])[F:56])[CH:46]=3)[C:41]([CH:59]=[CH:60][C:61]#[N:62])=[CH:40][N:39]=2)[CH2:27][C@H:26]1[CH2:63][CH3:64])=[O:24])[CH3:21].[Cl-].[NH4+]. Given the product [CH2:20]([O:22][C:23]([N:25]1[C:34]2[C:29](=[N:30][C:31]([O:35][CH3:36])=[CH:32][CH:33]=2)[C@@H:28]([NH:37][C:38]2[N:43]=[C:42]([CH2:44][C:45]3[CH:46]=[C:47]([C:55]([F:58])([F:57])[F:56])[CH:48]=[C:49]([C:51]([F:53])([F:52])[F:54])[CH:50]=3)[C:41]([CH2:59][CH2:60][C:61]#[N:62])=[CH:40][N:39]=2)[CH2:27][C@H:26]1[CH2:63][CH3:64])=[O:24])[CH3:21], predict the reactants needed to synthesize it.